Binary Classification. Given a miRNA mature sequence and a target amino acid sequence, predict their likelihood of interaction. From a dataset of Experimentally validated miRNA-target interactions with 360,000+ pairs, plus equal number of negative samples. (1) The miRNA is hsa-miR-221-5p with sequence ACCUGGCAUACAAUGUAGAUUU. The protein sequence of the target gene is MAGEEERGDGDPVSVVTVRVQYLEDTDPFACANFPEPRRAPTCSLDGALPLSAQIPALHRLLGAPLKLEDCALQVSPSGYYLDPELSLEEQREMLEGFYEEISKGRKPTLILRTQLSVRVNAILEKLYGSSGPELRRSLFSLKQIFQEDKDLVPEFVHSEGLSCLIRVGAAADHNYQSYILRALGQLMLFVDGMLGVVAHSETVQWLYTLCASLSRLVVKTALKLLLVFVEYSENNAPLFIQAVNAVASATGTLPWANLVSILEEKNGADAELLVYTVTLINKTLAALPDQDSFYDVTDA.... Result: 0 (no interaction). (2) The miRNA is hsa-miR-34c-3p with sequence AAUCACUAACCACACGGCCAGG. The protein sequence of the target gene is MAVRQALGRGLQLGRALLLRFAPKPGPLFGWGKPGPAAAWGRGERPGQVVSPGAQPRPVGLPLPDRYRFFRQSVAGLAARIQRQFMVRARGGAGPCGRAVFLAFGLGLGLIEEKQAEGRRAASACQEIQAIFTQKTKRVSDPLDTRCWQGFRLEDYLIGQAIGKGCNAAVYEATMPTLPQHLEKAKHLGLIGKGPDVVLKGADGEQAPGTPTFPFAIKMMWNISAGSSSEAILSKMSQELVPASRVALAGEYGAVTYRRSRDGPKQLAPHPNIIRVFRAFTSSVPLLPGALADYPDMLPP.... Result: 0 (no interaction). (3) The miRNA is hsa-miR-4705 with sequence UCAAUCACUUGGUAAUUGCUGU. The protein sequence of the target gene is MSLRIDVDTNFPECVVDAGKVTLGTQQRQEMDPRLREKQNEIILRAVCALLNSGGGIIKAEIENKGYNYERHGVGLDVPPIFRSHLDKMQKENHFLIFVKSWNTEAGVPLATLCSNLYHRERTSTDVMDSQEALAFLKCRTQTPTNINVSNSLGPQAAQGSVQYEGNINVSAAALFDRKRLQYLEKLNLPESTHVEFVMFSTDVSHCVKDRLPKCVSAFANTEGGYVFFGVHDETCQVIGCEKEKIDLTSLRASIDGCIKKLPVHHFCTQRPEIKYVLNFLEVHDKGALRGYVCAIKVEK.... Result: 0 (no interaction). (4) The miRNA is mmu-miR-222-3p with sequence AGCUACAUCUGGCUACUGGGUCU. The protein sequence of the target gene is MAKWLNKYFSLGNSKTKSPPQPPRPDYREQRRRGERPSQPPQAVPQASSAASASCGPATASCFSASSGSLPDDSGSTSDLIRAYRAQKERDFEDPYNGPGSSLRKLRAMCRLDYCGGSGEPGGVQRAFSASSASGAAGCCCASSGAGAAASSSSSSGSPHLYRSSSERRPATPAEVRYISPKHRLIKVESAAGGGAGDPLGGACAGGRTWSPTACGGKKLLNKCAASAAEESGAGKKDKVTIADDYSDPFDAKNDLKSKAGKGESAGYMEPYEAQRIMTEFQRQESVRSQHKGIQLYDTP.... Result: 0 (no interaction). (5) The miRNA is hsa-miR-6083 with sequence CUUAUAUCAGAGGCUGUGGG. The protein sequence of the target gene is MAAGLDSWNSTINGTWEGDELGYKCRFNEDFKYVLLPVSYGVVCVLGLCLNVVALYIFLCRLKTWNASTTYMFHLAVSDSLYAASLPLLVYYYAQGDHWPFSTVLCKLVRFLFYTNLYCSILFLTCISVHRCLGVLRPLHSLSWGHARYARRVAAVVWVLVLACQAPVLYFVTTSVRGTRITCHDTSARELFSHFVAYSSVMLGLLFAVPFSIILVCYVLMARRLLKPAYGTTGLPRAKRKSVRTIALVLAVFALCFLPFHVTRTLYYSFRSLDLSCHTLNAINMAYKITRPLASANSCL.... Result: 0 (no interaction).